This data is from Catalyst prediction with 721,799 reactions and 888 catalyst types from USPTO. The task is: Predict which catalyst facilitates the given reaction. (1) Reactant: [CH3:1][C:2]1[C:7]([O:8][CH3:9])=[CH:6][CH:5]=[CH:4][C:3]=1[N:10]1[C:14](=[O:15])[NH:13][N:12]=[N:11]1.[CH3:16]N(C)C=O.[H-].[Na+].CI. Product: [CH3:1][C:2]1[C:7]([O:8][CH3:9])=[CH:6][CH:5]=[CH:4][C:3]=1[N:10]1[C:14](=[O:15])[N:13]([CH3:16])[N:12]=[N:11]1. The catalyst class is: 6. (2) Reactant: [Br:1][C:2]1[CH:7]=[CH:6][C:5]([C:8](=[N:22][O:23][CH2:24][CH3:25])[CH:9]2[CH2:14][CH2:13][N:12]([C:15]3([CH3:21])[CH2:20][CH2:19][NH:18][CH2:17][CH2:16]3)[CH2:11][CH2:10]2)=[CH:4][CH:3]=1.[NH:26]1[C:34]2[C:29](=[CH:30][CH:31]=[CH:32][CH:33]=2)[CH:28]=[C:27]1[C:35](O)=[O:36].CCN(CC)CC.CN(C(ON1N=NC2C=CC=NC1=2)=[N+](C)C)C.F[P-](F)(F)(F)(F)F. Product: [Br:1][C:2]1[CH:7]=[CH:6][C:5]([C:8](=[N:22][O:23][CH2:24][CH3:25])[CH:9]2[CH2:10][CH2:11][N:12]([C:15]3([CH3:21])[CH2:20][CH2:19][N:18]([C:35]([C:27]4[NH:26][C:34]5[C:29]([CH:28]=4)=[CH:30][CH:31]=[CH:32][CH:33]=5)=[O:36])[CH2:17][CH2:16]3)[CH2:13][CH2:14]2)=[CH:4][CH:3]=1. The catalyst class is: 3. (3) Reactant: [CH2:1]([N:4]1[C:12]2[C:7](=[CH:8][C:9]([NH:13][C:14]([C:16]3[N:17]=[C:18]([C:25]4[CH:30]=[CH:29][CH:28]=[CH:27][CH:26]=4)[O:19][C:20]=3[C:21]([F:24])([F:23])[F:22])=[O:15])=[CH:10][CH:11]=2)[CH:6]=[CH:5]1)[CH2:2][CH3:3].C([BH3-])#N.[Na+]. Product: [CH2:1]([N:4]1[C:12]2[C:7](=[CH:8][C:9]([NH:13][C:14]([C:16]3[N:17]=[C:18]([C:25]4[CH:30]=[CH:29][CH:28]=[CH:27][CH:26]=4)[O:19][C:20]=3[C:21]([F:23])([F:22])[F:24])=[O:15])=[CH:10][CH:11]=2)[CH2:6][CH2:5]1)[CH2:2][CH3:3]. The catalyst class is: 67. (4) Reactant: [CH3:1][C:2]1([CH3:8])[NH:6][NH:5][C:4](=[O:7])[CH2:3]1.C([O-])([O-])=O.[K+].[K+].[Li+].[I-].[CH2:17](Br)[C:18]#[CH:19]. Product: [CH3:1][C:2]1([CH3:8])[N:6]([CH2:19][C:18]#[CH:17])[NH:5][C:4](=[O:7])[CH2:3]1. The catalyst class is: 10. (5) Product: [CH2:1]([N:8]([CH:23]([CH3:25])[CH3:24])[CH2:9][CH2:10][CH:11]([C:13]1[CH:22]=[CH:21][C:20]2[C:15](=[CH:16][CH:17]=[CH:18][CH:19]=2)[CH:14]=1)[OH:12])[C:2]1[CH:3]=[CH:4][CH:5]=[CH:6][CH:7]=1. The catalyst class is: 5. Reactant: [CH2:1]([N:8]([CH:23]([CH3:25])[CH3:24])[CH2:9][CH2:10][C:11]([C:13]1[CH:22]=[CH:21][C:20]2[C:15](=[CH:16][CH:17]=[CH:18][CH:19]=2)[CH:14]=1)=[O:12])[C:2]1[CH:7]=[CH:6][CH:5]=[CH:4][CH:3]=1.[BH4-].[Na+]. (6) Reactant: [O:1]1[CH2:6][CH2:5][CH:4]([C:7]2[NH:8][CH:9]=[C:10]([C:12]([O:14][CH3:15])=[O:13])[N:11]=2)[CH2:3][CH2:2]1.C1(C)C=C(C)C=C(C)C=1S(O[NH2:28])(=O)=O.C(=O)([O-])[O-].[K+].[K+].O. Product: [NH2:28][N:11]1[C:10]([C:12]([O:14][CH3:15])=[O:13])=[CH:9][N:8]=[C:7]1[CH:4]1[CH2:5][CH2:6][O:1][CH2:2][CH2:3]1. The catalyst class is: 2. (7) Reactant: [H-].[Li+].[Al+3].[H-].[H-].[H-].[N:7]([CH2:10][C:11]1[O:12][C:13]([CH3:17])=[C:14]([CH3:16])[CH:15]=1)=[N+]=[N-]. Product: [CH3:16][C:14]1[CH:15]=[C:11]([CH2:10][NH2:7])[O:12][C:13]=1[CH3:17]. The catalyst class is: 27.